This data is from NCI-60 drug combinations with 297,098 pairs across 59 cell lines. The task is: Regression. Given two drug SMILES strings and cell line genomic features, predict the synergy score measuring deviation from expected non-interaction effect. (1) Drug 1: CN(CC1=CN=C2C(=N1)C(=NC(=N2)N)N)C3=CC=C(C=C3)C(=O)NC(CCC(=O)O)C(=O)O. Drug 2: C1CN(CCN1C(=O)CCBr)C(=O)CCBr. Cell line: NCI-H460. Synergy scores: CSS=56.8, Synergy_ZIP=0.0952, Synergy_Bliss=1.42, Synergy_Loewe=-12.4, Synergy_HSA=3.36. (2) Drug 1: COC1=C(C=C2C(=C1)N=CN=C2NC3=CC(=C(C=C3)F)Cl)OCCCN4CCOCC4. Drug 2: C1CN1P(=S)(N2CC2)N3CC3. Cell line: SK-OV-3. Synergy scores: CSS=41.4, Synergy_ZIP=-1.16, Synergy_Bliss=-1.46, Synergy_Loewe=-6.09, Synergy_HSA=0.605. (3) Drug 1: CS(=O)(=O)CCNCC1=CC=C(O1)C2=CC3=C(C=C2)N=CN=C3NC4=CC(=C(C=C4)OCC5=CC(=CC=C5)F)Cl. Drug 2: CS(=O)(=O)OCCCCOS(=O)(=O)C. Cell line: HCC-2998. Synergy scores: CSS=10.6, Synergy_ZIP=-1.64, Synergy_Bliss=4.49, Synergy_Loewe=0.0973, Synergy_HSA=4.40. (4) Drug 1: CC1=C(N=C(N=C1N)C(CC(=O)N)NCC(C(=O)N)N)C(=O)NC(C(C2=CN=CN2)OC3C(C(C(C(O3)CO)O)O)OC4C(C(C(C(O4)CO)O)OC(=O)N)O)C(=O)NC(C)C(C(C)C(=O)NC(C(C)O)C(=O)NCCC5=NC(=CS5)C6=NC(=CS6)C(=O)NCCC[S+](C)C)O. Drug 2: CC1C(C(CC(O1)OC2CC(CC3=C2C(=C4C(=C3O)C(=O)C5=CC=CC=C5C4=O)O)(C(=O)C)O)N)O. Cell line: SNB-75. Synergy scores: CSS=54.6, Synergy_ZIP=-3.86, Synergy_Bliss=-1.87, Synergy_Loewe=3.43, Synergy_HSA=4.53. (5) Drug 1: C1=CC(=CC=C1CCCC(=O)O)N(CCCl)CCCl. Drug 2: C1=NC2=C(N1)C(=S)N=C(N2)N. Cell line: NCI-H522. Synergy scores: CSS=32.0, Synergy_ZIP=-4.76, Synergy_Bliss=-5.83, Synergy_Loewe=-3.18, Synergy_HSA=-1.05. (6) Drug 1: C1=CC(=CC=C1CCC2=CNC3=C2C(=O)NC(=N3)N)C(=O)NC(CCC(=O)O)C(=O)O. Drug 2: CC=C1C(=O)NC(C(=O)OC2CC(=O)NC(C(=O)NC(CSSCCC=C2)C(=O)N1)C(C)C)C(C)C. Cell line: UACC-257. Synergy scores: CSS=67.3, Synergy_ZIP=3.25, Synergy_Bliss=2.69, Synergy_Loewe=-25.7, Synergy_HSA=5.52. (7) Drug 1: COC1=NC(=NC2=C1N=CN2C3C(C(C(O3)CO)O)O)N. Drug 2: C1C(C(OC1N2C=NC3=C2NC=NCC3O)CO)O. Cell line: NCI-H226. Synergy scores: CSS=-4.10, Synergy_ZIP=3.32, Synergy_Bliss=3.48, Synergy_Loewe=-3.47, Synergy_HSA=-2.41. (8) Drug 1: CC1=C(C=C(C=C1)NC(=O)C2=CC=C(C=C2)CN3CCN(CC3)C)NC4=NC=CC(=N4)C5=CN=CC=C5. Drug 2: CC=C1C(=O)NC(C(=O)OC2CC(=O)NC(C(=O)NC(CSSCCC=C2)C(=O)N1)C(C)C)C(C)C. Cell line: RPMI-8226. Synergy scores: CSS=23.7, Synergy_ZIP=2.22, Synergy_Bliss=-0.266, Synergy_Loewe=-46.4, Synergy_HSA=-0.745. (9) Drug 1: CCC(=C(C1=CC=CC=C1)C2=CC=C(C=C2)OCCN(C)C)C3=CC=CC=C3.C(C(=O)O)C(CC(=O)O)(C(=O)O)O. Drug 2: C(CC(=O)O)C(=O)CN.Cl. Cell line: A549. Synergy scores: CSS=6.38, Synergy_ZIP=-1.71, Synergy_Bliss=-1.29, Synergy_Loewe=-7.24, Synergy_HSA=-5.13. (10) Drug 1: CS(=O)(=O)C1=CC(=C(C=C1)C(=O)NC2=CC(=C(C=C2)Cl)C3=CC=CC=N3)Cl. Drug 2: CC1=C(C=C(C=C1)C(=O)NC2=CC(=CC(=C2)C(F)(F)F)N3C=C(N=C3)C)NC4=NC=CC(=N4)C5=CN=CC=C5. Cell line: SF-295. Synergy scores: CSS=5.31, Synergy_ZIP=-1.89, Synergy_Bliss=-2.14, Synergy_Loewe=-1.17, Synergy_HSA=-1.19.